Dataset: Full USPTO retrosynthesis dataset with 1.9M reactions from patents (1976-2016). Task: Predict the reactants needed to synthesize the given product. (1) Given the product [NH2:2][C:38]([C@@H:33]1[CH2:34][CH2:35][CH2:36][CH2:37][N:32]1[C:30]([O:29][C:25]([CH3:28])([CH3:27])[CH3:26])=[O:31])=[O:40], predict the reactants needed to synthesize it. The reactants are: C[N:2](C(ON1N=NC2C=CC=NC1=2)=[N+](C)C)C.F[P-](F)(F)(F)(F)F.[C:25]([O:29][C:30]([N:32]1[CH2:37][CH2:36][CH2:35][CH2:34][C@H:33]1[C:38]([OH:40])=O)=[O:31])([CH3:28])([CH3:27])[CH3:26].[Cl-].[NH4+].CCN(C(C)C)C(C)C. (2) Given the product [CH3:1][C:2]1[CH:7]=[C:6]([N:8]2[CH2:12][CH2:11][CH2:10][CH2:9]2)[N:5]=[C:4](/[CH:13]=[CH:14]/[C:15]2[CH:16]=[C:17]([NH2:21])[CH:18]=[CH:19][CH:20]=2)[N:3]=1, predict the reactants needed to synthesize it. The reactants are: [CH3:1][C:2]1[CH:7]=[C:6]([N:8]2[CH2:12][CH2:11][CH2:10][CH2:9]2)[N:5]=[C:4](/[CH:13]=[CH:14]/[C:15]2[CH:20]=[CH:19][CH:18]=[C:17]([N+:21]([O-])=O)[CH:16]=2)[N:3]=1.Cl.[OH-].[Na+]. (3) Given the product [NH2:1][CH2:4][CH:5]([Si:17]([CH3:18])([CH3:20])[CH3:19])[CH2:6][C:7]([OH:9])=[O:8], predict the reactants needed to synthesize it. The reactants are: [N+:1]([CH2:4][CH:5]([Si:17]([CH3:20])([CH3:19])[CH3:18])[CH2:6][C:7]([O:9]CC1C=CC=CC=1)=[O:8])([O-])=O.C([O-])=O.[NH4+]. (4) Given the product [Cl:16][C:17]1[CH:36]=[CH:35][C:20]([NH:21][C:22]2[C:31]3[C:26](=[CH:27][C:28]([O:5][CH2:6][CH2:7][CH2:8][N:9]4[CH:14]=[CH:13][CH:12]=[CH:11][C:10]4=[O:15])=[C:29]([O:32][CH3:33])[CH:30]=3)[N:25]=[CH:24][N:23]=2)=[C:19]([F:37])[CH:18]=1, predict the reactants needed to synthesize it. The reactants are: S(Cl)(Cl)=O.[OH:5][CH2:6][CH2:7][CH2:8][N:9]1[CH:14]=[CH:13][CH:12]=[CH:11][C:10]1=[O:15].[Cl:16][C:17]1[CH:36]=[CH:35][C:20]([NH:21][C:22]2[C:31]3[C:26](=[CH:27][C:28](O)=[C:29]([O:32][CH3:33])[CH:30]=3)[N:25]=[CH:24][N:23]=2)=[C:19]([F:37])[CH:18]=1.C(=O)([O-])[O-].[K+].[K+]. (5) Given the product [Cl:1][C:2]1[C:8]([Cl:9])=[CH:7][CH:6]=[CH:5][C:3]=1[NH:4][CH:12]([C:14]1[CH:15]=[C:16]([C:31]([N:33]([CH3:35])[CH3:34])=[O:32])[CH:17]=[C:18]2[C:23]=1[O:22][C:21]([N:24]1[CH2:29][CH2:28][O:27][CH2:26][CH2:25]1)=[CH:20][C:19]2=[O:30])[CH3:13], predict the reactants needed to synthesize it. The reactants are: [Cl:1][C:2]1[C:8]([Cl:9])=[CH:7][CH:6]=[CH:5][C:3]=1[NH2:4].Br.Br[CH:12]([C:14]1[CH:15]=[C:16]([C:31]([N:33]([CH3:35])[CH3:34])=[O:32])[CH:17]=[C:18]2[C:23]=1[O:22][C:21]([N:24]1[CH2:29][CH2:28][O:27][CH2:26][CH2:25]1)=[CH:20][C:19]2=[O:30])[CH3:13]. (6) Given the product [OH:4][C@H:5]([CH2:11][CH2:12][CH2:13][CH2:14][CH2:15][CH2:16][CH2:17][CH2:18][CH2:19][CH2:20][CH3:21])[CH2:6][C:7]([OH:9])=[O:8], predict the reactants needed to synthesize it. The reactants are: O.[OH-].[Li+].[OH:4][C@H:5]([CH2:11][CH2:12][CH2:13][CH2:14][CH2:15][CH2:16][CH2:17][CH2:18][CH2:19][CH2:20][CH3:21])[CH2:6][C:7]([O:9]C)=[O:8].Cl. (7) Given the product [OH:4][C@H:5]1[CH2:10][CH2:9][C@@:8]([C@H:12]2[CH2:20][CH2:19][C@@:18]3([CH3:21])[C@@H:14]([CH2:15][CH2:16][C:17]3=[CH2:22])[C@@H:13]2[CH2:23][NH:24][C:54]([C:50]2[O:49][CH:53]=[CH:52][CH:51]=2)=[O:55])([CH3:11])[C@@H:7]([CH2:25][OH:26])[CH2:6]1, predict the reactants needed to synthesize it. The reactants are: C([O:4][C@H:5]1[CH2:10][CH2:9][C@@:8]([C@H:12]2[CH2:20][CH2:19][C@@:18]3([CH3:21])[C@@H:14]([CH2:15][CH2:16][C:17]3=[CH2:22])[C@@H:13]2[CH2:23][NH2:24])([CH3:11])[C@@H:7]([CH2:25][OH:26])[CH2:6]1)(=O)C.F[B-](F)(F)F.N1(OC(N(C)C)=[N+](C)C)C2C=CC=CC=2N=N1.[O:49]1[CH:53]=[CH:52][CH:51]=[C:50]1[C:54](O)=[O:55].C(N(CC)C(C)C)(C)C. (8) Given the product [Cl:1][C:2]1[CH:3]=[C:4]([CH:26]=[CH:27][C:28]=1[Cl:29])[CH2:5][O:6][C:7]1[CH:8]=[C:9]([C@@H:13]2[O:25][C:23]3[CH:22]=[CH:21][C:18]([C:19]#[N:20])=[CH:17][C:16]=3[O:15][CH2:14]2)[CH:10]=[CH:11][CH:12]=1, predict the reactants needed to synthesize it. The reactants are: [Cl:1][C:2]1[CH:3]=[C:4]([CH:26]=[CH:27][C:28]=1[Cl:29])[CH2:5][O:6][C:7]1[CH:8]=[C:9]([C@H:13]([OH:25])[CH2:14][O:15][C:16]2[CH:17]=[C:18]([CH:21]=[CH:22][C:23]=2F)[C:19]#[N:20])[CH:10]=[CH:11][CH:12]=1.[H-].[Na+].